Dataset: Forward reaction prediction with 1.9M reactions from USPTO patents (1976-2016). Task: Predict the product of the given reaction. (1) Given the reactants [CH3:1][CH:2]([CH3:9])[CH2:3][C:4](=[O:8])[C:5]([OH:7])=[O:6].Cl[Si](C)(C)[CH3:12], predict the reaction product. The product is: [CH3:12][O:6][C:5](=[O:7])[C:4](=[O:8])[CH2:3][CH:2]([CH3:9])[CH3:1]. (2) Given the reactants C[N:2]([CH3:16])[CH:3]=[CH:4][C:5]([C:7]1[CH:12]=[CH:11][CH:10]=[C:9]([N+:13]([O-:15])=[O:14])[CH:8]=1)=O.NC1[NH:22][N:21]=[CH:20][C:19]=1[C:23]([CH:25]1[CH2:29][CH2:28][CH2:27][CH2:26]1)=[O:24], predict the reaction product. The product is: [N+:13]([C:9]1[CH:8]=[C:7]([C:5]2[N:22]3[N:21]=[CH:20][C:19]([C:23]([CH:25]4[CH2:29][CH2:28][CH2:27][CH2:26]4)=[O:24])=[C:16]3[N:2]=[CH:3][CH:4]=2)[CH:12]=[CH:11][CH:10]=1)([O-:15])=[O:14]. (3) The product is: [Cl:1][C:2]1[CH:31]=[CH:30][C:5]([CH2:6][N:7]2[C:15]3[C:10](=[CH:11][C:12](/[CH:16]=[C:17]4/[C:18](=[O:29])[N:19]([CH2:23][C:24]5[N:25]([S:37]([CH3:36])(=[O:39])=[O:38])[CH:26]=[CH:27][N:28]=5)[C:20](=[O:22])[S:21]/4)=[CH:13][CH:14]=3)[CH:9]=[N:8]2)=[C:4]([C:32]([F:35])([F:34])[F:33])[CH:3]=1. Given the reactants [Cl:1][C:2]1[CH:31]=[CH:30][C:5]([CH2:6][N:7]2[C:15]3[C:10](=[CH:11][C:12](/[CH:16]=[C:17]4/[C:18](=[O:29])[N:19]([CH2:23][C:24]5[NH:25][CH:26]=[CH:27][N:28]=5)[C:20](=[O:22])[S:21]/4)=[CH:13][CH:14]=3)[CH:9]=[N:8]2)=[C:4]([C:32]([F:35])([F:34])[F:33])[CH:3]=1.[CH3:36][S:37](Cl)(=[O:39])=[O:38], predict the reaction product. (4) The product is: [CH:38]1([CH2:41][N:42]([CH2:43][CH2:44][CH3:45])[C:2]2[N:7]=[CH:6][N:5]=[C:4]([C:8]([NH:10][C:11]3[CH:16]=[CH:15][C:14]([S:17]([NH:20][CH2:21][CH2:22][C:23]([O:25][C:26]([CH3:29])([CH3:28])[CH3:27])=[O:24])(=[O:19])=[O:18])=[CH:13][C:12]=3[CH3:30])=[O:9])[CH:3]=2)[CH2:40][CH2:39]1. Given the reactants Cl[C:2]1[N:7]=[CH:6][N:5]=[C:4]([C:8]([NH:10][C:11]2[CH:16]=[CH:15][C:14]([S:17]([NH:20][CH2:21][CH2:22][C:23]([O:25][C:26]([CH3:29])([CH3:28])[CH3:27])=[O:24])(=[O:19])=[O:18])=[CH:13][C:12]=2[CH3:30])=[O:9])[CH:3]=1.C(NC(C)C)(C)C.[CH:38]1([CH2:41][NH:42][CH2:43][CH2:44][CH3:45])[CH2:40][CH2:39]1, predict the reaction product. (5) Given the reactants [F:1][C:2]([F:13])([F:12])[C:3]1[CH:8]=[CH:7][C:6](B(O)O)=[CH:5][CH:4]=1.I[CH:15]1[C:20](OC)([O:21]C)[CH2:19][CH2:18][O:17][CH2:16]1, predict the reaction product. The product is: [F:1][C:2]([F:13])([F:12])[C:3]1[CH:8]=[CH:7][C:6]([CH:15]2[C:20](=[O:21])[CH2:19][CH2:18][O:17][CH2:16]2)=[CH:5][CH:4]=1. (6) Given the reactants [CH2:1]([N:8]1[C:16]2[C:11](=[CH:12][C:13]([C:17]3[CH:22]=[CH:21][C:20]([OH:23])=[CH:19][CH:18]=3)=[CH:14][CH:15]=2)[C:10]([CH3:24])=[C:9]1[CH3:25])[C:2]1[CH:7]=[CH:6][CH:5]=[CH:4][CH:3]=1.C([O-])([O-])=O.[K+].[K+].Br[CH2:33][C:34]#[N:35], predict the reaction product. The product is: [CH2:1]([N:8]1[C:16]2[C:11](=[CH:12][C:13]([C:17]3[CH:18]=[CH:19][C:20]([O:23][CH2:33][C:34]#[N:35])=[CH:21][CH:22]=3)=[CH:14][CH:15]=2)[C:10]([CH3:24])=[C:9]1[CH3:25])[C:2]1[CH:3]=[CH:4][CH:5]=[CH:6][CH:7]=1.